From a dataset of NCI-60 drug combinations with 297,098 pairs across 59 cell lines. Regression. Given two drug SMILES strings and cell line genomic features, predict the synergy score measuring deviation from expected non-interaction effect. (1) Drug 1: CCCCCOC(=O)NC1=NC(=O)N(C=C1F)C2C(C(C(O2)C)O)O. Drug 2: CC1=C(C(=O)C2=C(C1=O)N3CC4C(C3(C2COC(=O)N)OC)N4)N. Cell line: OVCAR-4. Synergy scores: CSS=0.932, Synergy_ZIP=5.34, Synergy_Bliss=2.76, Synergy_Loewe=-11.7, Synergy_HSA=-3.01. (2) Drug 1: C1CC(=O)NC(=O)C1N2CC3=C(C2=O)C=CC=C3N. Drug 2: CC1=C2C(C(=O)C3(C(CC4C(C3C(C(C2(C)C)(CC1OC(=O)C(C(C5=CC=CC=C5)NC(=O)OC(C)(C)C)O)O)OC(=O)C6=CC=CC=C6)(CO4)OC(=O)C)O)C)O. Cell line: RPMI-8226. Synergy scores: CSS=38.7, Synergy_ZIP=-0.104, Synergy_Bliss=1.72, Synergy_Loewe=-15.6, Synergy_HSA=2.73.